Dataset: Reaction yield outcomes from USPTO patents with 853,638 reactions. Task: Predict the reaction yield, written as a fraction of the theoretical maximum amount of product (1.0 means a 100% yield; for example, 0.34 means a 34% yield). (1) The reactants are [CH2:1]([O:3][C:4]([C:6]1[N:7]=[C:8](I)[O:9][C:10]=1[C:11]1[CH:16]=[CH:15][C:14]([N:17]2[CH2:22][CH2:21][N:20]([C:23]([O:25][C:26]([CH3:29])([CH3:28])[CH3:27])=[O:24])[CH2:19][CH2:18]2)=[CH:13][CH:12]=1)=[O:5])[CH3:2].[NH2:31][C:32]1[C:33]([CH3:38])=[CH:34][CH:35]=[CH:36][CH:37]=1.C1(P(C2CCCCC2)C2C=CC=CC=2C2C(CCC)=CC(CCC)=CC=2CCC)CCCCC1.C(=O)([O-])[O-].[K+].[K+]. The catalyst is CN(C=O)C.C1C=CC(/C=C/C(/C=C/C2C=CC=CC=2)=O)=CC=1.C1C=CC(/C=C/C(/C=C/C2C=CC=CC=2)=O)=CC=1.C1C=CC(/C=C/C(/C=C/C2C=CC=CC=2)=O)=CC=1.[Pd].[Pd]. The product is [C:33]1([CH3:38])[C:32]([NH:31][C:8]2[O:9][C:10]([C:11]3[CH:16]=[CH:15][C:14]([N:17]4[CH2:22][CH2:21][N:20]([C:23]([O:25][C:26]([CH3:29])([CH3:28])[CH3:27])=[O:24])[CH2:19][CH2:18]4)=[CH:13][CH:12]=3)=[C:6]([C:4]([O:3][CH2:1][CH3:2])=[O:5])[N:7]=2)=[CH:37][CH:36]=[CH:35][CH:34]=1. The yield is 0.520. (2) The reactants are CS(O[CH2:6][CH2:7][CH2:8][N:9]1[C:17]([O:18][CH3:19])=[N:16][C:15]2[C:10]1=[N:11][C:12]([O:21][CH2:22][CH2:23][CH2:24][CH3:25])=[N:13][C:14]=2[NH2:20])(=O)=O.[I-].[K+].C(=O)([O-])[O-].[K+].[K+].[CH3:34][N:35]1[CH2:40][CH2:39][NH:38][CH:37]([CH2:41][C:42]2[CH:47]=[CH:46][C:45]([CH2:48][C:49]([O:51][CH3:52])=[O:50])=[CH:44][CH:43]=2)[CH2:36]1. The catalyst is CN(C)C=O. The product is [CH3:52][O:51][C:49](=[O:50])[CH2:48][C:45]1[CH:46]=[CH:47][C:42]([CH2:41][CH:37]2[CH2:36][N:35]([CH3:34])[CH2:40][CH2:39][N:38]2[CH2:6][CH2:7][CH2:8][N:9]2[C:17]([O:18][CH3:19])=[N:16][C:15]3[C:10]2=[N:11][C:12]([O:21][CH2:22][CH2:23][CH2:24][CH3:25])=[N:13][C:14]=3[NH2:20])=[CH:43][CH:44]=1. The yield is 0.0400. (3) The reactants are Cl[CH2:2][C:3]1[CH:12]=[CH:11][C:10]2[C:5](=[CH:6][CH:7]=[CH:8][CH:9]=2)[N:4]=1.[CH3:13][C:14]1([CH3:28])[C:18]([CH3:20])([CH3:19])[O:17][B:16]([C:21]2[CH:26]=[CH:25][C:24]([OH:27])=[CH:23][CH:22]=2)[O:15]1. No catalyst specified. The product is [CH3:19][C:18]1([CH3:20])[C:14]([CH3:13])([CH3:28])[O:15][B:16]([C:21]2[CH:26]=[CH:25][C:24]([O:27][CH2:2][C:3]3[CH:12]=[CH:11][C:10]4[C:5](=[CH:6][CH:7]=[CH:8][CH:9]=4)[N:4]=3)=[CH:23][CH:22]=2)[O:17]1. The yield is 0.900. (4) The reactants are [NH2:1][CH2:2][CH2:3][O:4][CH:5]([CH2:8][OH:9])[CH2:6][OH:7].[C:10](O[C:10]([O:12][C:13]([CH3:16])([CH3:15])[CH3:14])=[O:11])([O:12][C:13]([CH3:16])([CH3:15])[CH3:14])=[O:11].[K]. The catalyst is CO.O. The product is [OH:7][CH2:6][CH:5]([O:4][CH2:3][CH2:2][NH:1][C:10](=[O:11])[O:12][C:13]([CH3:16])([CH3:15])[CH3:14])[CH2:8][OH:9]. The yield is 0.594. (5) The reactants are [C:1]1([C:7]#[CH:8])[CH:6]=[CH:5][CH:4]=[CH:3][CH:2]=1.C([Li])CCC.C(#N)[C:15]1[CH:20]=[CH:19][CH:18]=[CH:17][CH:16]=1.CCCCCCCCCCCCC. The catalyst is C1COCC1.CC1CCCO1.[Zn+2].[Br-].[Br-].C(#N)C1C=CC=CC=1. The product is [C:1]1([C:7]#[C:8][C:15]2[CH:20]=[CH:19][CH:18]=[CH:17][CH:16]=2)[CH:6]=[CH:5][CH:4]=[CH:3][CH:2]=1. The yield is 0.560. (6) The reactants are [CH:1]([C:3]1[C:11]2[O:10][CH2:9][CH:8]([C:12]3[CH:17]=[CH:16][C:15]([CH:18]([CH3:20])[CH3:19])=[CH:14][CH:13]=3)[C:7]=2[C:6]([CH3:21])=[C:5]([NH:22][C:23](=[O:29])[CH2:24][C:25]([CH3:28])([CH3:27])[CH3:26])[C:4]=1[CH3:30])=O.[CH3:31][NH:32][CH3:33]. No catalyst specified. The product is [CH3:31][N:32]([CH2:1][C:3]1[C:11]2[O:10][CH2:9][CH:8]([C:12]3[CH:17]=[CH:16][C:15]([CH:18]([CH3:19])[CH3:20])=[CH:14][CH:13]=3)[C:7]=2[C:6]([CH3:21])=[C:5]([NH:22][C:23](=[O:29])[CH2:24][C:25]([CH3:28])([CH3:26])[CH3:27])[C:4]=1[CH3:30])[CH3:33]. The yield is 0.370. (7) The reactants are B(Cl)(Cl)Cl.CSC.[N:8]1([C:12]2[S:13][C@H:14]3[CH2:20][C@H:19]([CH2:21][O:22]CC4C=CC=CC=4)[C@@H:18]([O:30]CC4C=CC=CC=4)[C@H:17]([O:38]CC4C=CC=CC=4)[C@H:15]3[N:16]=2)[CH2:11][CH2:10][CH2:9]1. No catalyst specified. The product is [N:8]1([C:12]2[S:13][C@H:14]3[CH2:20][C@H:19]([CH2:21][OH:22])[C@@H:18]([OH:30])[C@H:17]([OH:38])[C@H:15]3[N:16]=2)[CH2:11][CH2:10][CH2:9]1. The yield is 0.480. (8) The reactants are [OH:1][C:2]1([CH2:15][CH:16]=O)[CH2:14][CH2:13][C:5]2([O:10][CH2:9][C:8]([CH3:12])([CH3:11])[CH2:7][O:6]2)[CH2:4][CH2:3]1.[Cl:18][C:19]1[CH:24]=[CH:23][CH:22]=[CH:21][C:20]=1[C@@H:25]([NH2:27])[CH3:26]. No catalyst specified. The product is [Cl:18][C:19]1[CH:24]=[CH:23][CH:22]=[CH:21][C:20]=1[C@@H:25]([NH:27][CH2:16][CH2:15][C:2]1([OH:1])[CH2:3][CH2:4][C:5]2([O:6][CH2:7][C:8]([CH3:11])([CH3:12])[CH2:9][O:10]2)[CH2:13][CH2:14]1)[CH3:26]. The yield is 0.890. (9) The reactants are [C:1]([O:5][C:6](=[O:26])[N:7]([CH2:9][C:10]1[CH:14]=[C:13](Br)[N:12]([S:16]([C:19]2[CH:20]=[N:21][C:22]([CH3:25])=[CH:23][CH:24]=2)(=[O:18])=[O:17])[CH:11]=1)[CH3:8])([CH3:4])([CH3:3])[CH3:2].[F:27][C:28]1[C:33](B(O)O)=[CH:32][CH:31]=[CH:30][N:29]=1.C(=O)([O-])[O-].[Na+].[Na+]. The catalyst is COCCOC.O.C1C=CC([P]([Pd]([P](C2C=CC=CC=2)(C2C=CC=CC=2)C2C=CC=CC=2)([P](C2C=CC=CC=2)(C2C=CC=CC=2)C2C=CC=CC=2)[P](C2C=CC=CC=2)(C2C=CC=CC=2)C2C=CC=CC=2)(C2C=CC=CC=2)C2C=CC=CC=2)=CC=1. The product is [C:1]([O:5][C:6](=[O:26])[N:7]([CH2:9][C:10]1[CH:14]=[C:13]([C:33]2[C:28]([F:27])=[N:29][CH:30]=[CH:31][CH:32]=2)[N:12]([S:16]([C:19]2[CH:20]=[N:21][C:22]([CH3:25])=[CH:23][CH:24]=2)(=[O:18])=[O:17])[CH:11]=1)[CH3:8])([CH3:4])([CH3:3])[CH3:2]. The yield is 0.410. (10) The reactants are [NH:1]1[C:9]2[C:4](=[CH:5][CH:6]=[C:7]([CH:10]=[CH:11][C:12](=[O:17])[CH2:13][C:14](=[O:16])[CH3:15])[CH:8]=2)[CH:3]=[CH:2]1.[B]=O.[N:20]1[CH:25]=[CH:24][CH:23]=[CH:22][C:21]=1[CH2:26][O:27][C:28]1[CH:35]=[CH:34][C:31]([CH:32]=O)=[CH:30][CH:29]=1.B(OC(C)C)(OC(C)C)OC(C)C.N1CCCCC1.Cl.C(=O)(O)[O-].[Na+]. The catalyst is C(OCC)(=O)C.[Cl-].[Na+].O. The product is [NH:1]1[C:9]2[C:4](=[CH:5][CH:6]=[C:7](/[CH:10]=[CH:11]/[C:12](=[O:17])[CH2:13][C:14](=[O:16])/[CH:15]=[CH:32]/[C:31]3[CH:30]=[CH:29][C:28]([O:27][CH2:26][C:21]4[CH:22]=[CH:23][CH:24]=[CH:25][N:20]=4)=[CH:35][CH:34]=3)[CH:8]=2)[CH:3]=[CH:2]1. The yield is 0.720.